From a dataset of Reaction yield outcomes from USPTO patents with 853,638 reactions. Predict the reaction yield, written as a fraction of the theoretical maximum amount of product (1.0 means a 100% yield; for example, 0.34 means a 34% yield). (1) The reactants are C(C1C=CC=[C:6]([CH2:10][C:11]2[CH:16]=[CH:15][CH:14]=[CH:13][CH:12]=2)[C:5]=1[OH:17])C=C.C(=O)([O-])[O-:19].[K+].[K+].[CH2:24](Br)[C:25]1[CH:30]=[CH:29][CH:28]=[CH:27][CH:26]=1.C(C1C=CC=C(CC2C=CC=CC=2)C=1[O:48][CH2:49][C:50]1[CH:55]=[CH:54][CH:53]=[CH:52][CH:51]=1)C=C. The catalyst is [I-].C([N+](CCCC)(CCCC)CCCC)CCC. The product is [CH2:24]([C:15]1[C:16]([O:48][CH2:49][C:50]2[CH:55]=[CH:54][CH:53]=[CH:52][CH:51]=2)=[C:11]([CH2:10][CH:6]([OH:19])[CH2:5][OH:17])[CH:12]=[CH:13][CH:14]=1)[C:25]1[CH:30]=[CH:29][CH:28]=[CH:27][CH:26]=1. The yield is 0.540. (2) The reactants are [CH3:1][C:2]1[C:16](=[O:17])[N:15]=[C:14]2[N:4]([C@@H:5]3[O:9][C@H:8]([CH2:10][OH:11])[C@@H:7]([OH:12])[C@@H:6]3[O:13]2)[CH:3]=1.[CH3:18][O:19][CH2:20][CH2:21][O:22]B([O:22][CH2:21][CH2:20][O:19][CH3:18])[O:22][CH2:21][CH2:20][O:19][CH3:18]. The catalyst is COCCO. The product is [CH3:18][O:19][CH2:20][CH2:21][O:22][C@@H:6]1[C@H:7]([OH:12])[C@@H:8]([CH2:10][OH:11])[O:9][C@H:5]1[N:4]1[CH:3]=[C:2]([CH3:1])[C:16](=[O:17])[NH:15][C:14]1=[O:13]. The yield is 0.630. (3) The reactants are [CH3:1][Si](C=[N+]=[N-])(C)C.[Br:8][C:9]1[CH:17]=[N:16][CH:15]=[C:14]([NH:18][C:19]2[CH:24]=[CH:23][CH:22]=[CH:21][C:20]=2[F:25])[C:10]=1[C:11]([OH:13])=[O:12]. The catalyst is C1COCC1.CO. The product is [CH3:1][O:12][C:11](=[O:13])[C:10]1[C:14]([NH:18][C:19]2[CH:24]=[CH:23][CH:22]=[CH:21][C:20]=2[F:25])=[CH:15][N:16]=[CH:17][C:9]=1[Br:8]. The yield is 0.940. (4) The reactants are [N+:1]([C:4]1[CH:9]=[CH:8][CH:7]=[CH:6][C:5]=1[S:10]([N:13]1[CH:18]2[CH2:19][C:20](=O)[CH2:21][CH:14]1[CH2:15][O:16][CH2:17]2)(=[O:12])=[O:11])([O-:3])=[O:2].C(OC([N:32]([CH3:34])C)N(C)C)(C)(C)C.[NH2:35]N.O. The catalyst is O1CCOCC1. The product is [N+:1]([C:4]1[CH:9]=[CH:8][CH:7]=[CH:6][C:5]=1[S:10]([N:13]1[CH:18]2[CH2:17][O:16][CH2:15][CH:14]1[C:21]1[CH:34]=[N:32][NH:35][C:20]=1[CH2:19]2)(=[O:11])=[O:12])([O-:3])=[O:2]. The yield is 0.298. (5) The reactants are [CH2:1]([N:8]([CH2:20][C:21]1[CH:26]=[CH:25][CH:24]=[CH:23][CH:22]=1)[CH:9]1[CH2:13][CH:12]([C:14]([O:16]CC)=[O:15])[CH:11]([CH3:19])[CH2:10]1)[C:2]1[CH:7]=[CH:6][CH:5]=[CH:4][CH:3]=1.O1CCOCC1. The catalyst is Cl. The product is [CH2:20]([N:8]([CH2:1][C:2]1[CH:7]=[CH:6][CH:5]=[CH:4][CH:3]=1)[CH:9]1[CH2:13][CH:12]([C:14]([OH:16])=[O:15])[CH:11]([CH3:19])[CH2:10]1)[C:21]1[CH:22]=[CH:23][CH:24]=[CH:25][CH:26]=1. The yield is 0.980. (6) The reactants are Cl[C:2]1[CH:7]=[CH:6][N:5]=[C:4]2[CH:8]=[C:9]([C:11]3[CH:12]=[N:13][N:14]([CH2:16][CH2:17][N:18]([CH3:26])[C:19](=[O:25])[O:20][C:21]([CH3:24])([CH3:23])[CH3:22])[CH:15]=3)[S:10][C:3]=12.[F:27][C:28]1[CH:48]=[C:47]([N+:49]([O-:51])=[O:50])[CH:46]=[CH:45][C:29]=1[O:30]C1C=CN=C2C=C(C3SC=CN=3)SC=12. No catalyst specified. The product is [F:27][C:28]1[CH:48]=[C:47]([N+:49]([O-:51])=[O:50])[CH:46]=[CH:45][C:29]=1[O:30][C:2]1[CH:7]=[CH:6][N:5]=[C:4]2[CH:8]=[C:9]([C:11]3[CH:12]=[N:13][N:14]([CH2:16][CH2:17][N:18]([CH3:26])[C:19](=[O:25])[O:20][C:21]([CH3:24])([CH3:23])[CH3:22])[CH:15]=3)[S:10][C:3]=12. The yield is 0.370. (7) The reactants are Cl[C:2]1[C:11]2[C:6](=[CH:7][C:8]([O:14][CH2:15][CH2:16][CH2:17][N:18]3[CH2:23][CH2:22][N:21]([S:24]([CH3:27])(=[O:26])=[O:25])[CH2:20][CH2:19]3)=[C:9]([O:12][CH3:13])[CH:10]=2)[N:5]=[CH:4][N:3]=1.[OH:28][C:29]1[CH:30]=[C:31]2[C:35](=[N:36][CH:37]=1)[NH:34][CH:33]=[CH:32]2.C(=O)([O-])[O-].[K+].[K+]. The catalyst is CN(C=O)C. The product is [NH:34]1[C:35]2[C:31](=[CH:30][C:29]([O:28][C:2]3[C:11]4[C:6](=[CH:7][C:8]([O:14][CH2:15][CH2:16][CH2:17][N:18]5[CH2:23][CH2:22][N:21]([S:24]([CH3:27])(=[O:26])=[O:25])[CH2:20][CH2:19]5)=[C:9]([O:12][CH3:13])[CH:10]=4)[N:5]=[CH:4][N:3]=3)=[CH:37][N:36]=2)[CH:32]=[CH:33]1. The yield is 0.450. (8) The reactants are [OH-].[Na+].[Cl:3][C:4]1[N:9]=[C:8]([CH2:10][S:11]([CH3:20])(=[O:19])=[N:12]C(=O)C(F)(F)F)[CH:7]=[C:6]([N:21]2[CH2:26][CH2:25][O:24][CH2:23][C@H:22]2[CH3:27])[N:5]=1.Br[CH2:29][CH2:30]Br. The catalyst is S([O-])(O)(=O)=O.C([N+](CCCC)(CCCC)CCCC)CCC.C1(C)C=CC=CC=1.CCOC(C)=O. The product is [Cl:3][C:4]1[N:5]=[C:6]([N:21]2[CH2:26][CH2:25][O:24][CH2:23][C@H:22]2[CH3:27])[CH:7]=[C:8]([C:10]2([S:11]([CH3:20])(=[NH:12])=[O:19])[CH2:30][CH2:29]2)[N:9]=1. The yield is 0.320. (9) The reactants are [Cl:1][C:2]1[C:3]([F:11])=[C:4]([CH2:8][C:9]#[N:10])[CH:5]=[CH:6][CH:7]=1.B.CO. The catalyst is C1COCC1. The product is [Cl:1][C:2]1[C:3]([F:11])=[C:4]([CH2:8][CH2:9][NH2:10])[CH:5]=[CH:6][CH:7]=1. The yield is 0.900.